This data is from Catalyst prediction with 721,799 reactions and 888 catalyst types from USPTO. The task is: Predict which catalyst facilitates the given reaction. Reactant: [CH3:1][O:2][C:3](=[O:39])[N:4]([CH2:27][C:28]1[CH:33]=[C:32]([C:34]([F:37])([F:36])[F:35])[CH:31]=[C:30]([NH2:38])[CH:29]=1)[CH2:5][C:6]1[CH:11]=[C:10]([C:12]([F:15])([F:14])[F:13])[CH:9]=[CH:8][C:7]=1[C:16]1[CH:21]=[C:20]([CH:22]([CH3:24])[CH3:23])[CH:19]=[CH:18][C:17]=1[O:25][CH3:26].[CH3:40][S:41](Cl)(=[O:43])=[O:42].C(N(CC)C(C)C)(C)C.O. Product: [CH3:1][O:2][C:3](=[O:39])[N:4]([CH2:5][C:6]1[CH:11]=[C:10]([C:12]([F:15])([F:14])[F:13])[CH:9]=[CH:8][C:7]=1[C:16]1[CH:21]=[C:20]([CH:22]([CH3:24])[CH3:23])[CH:19]=[CH:18][C:17]=1[O:25][CH3:26])[CH2:27][C:28]1[CH:33]=[C:32]([C:34]([F:37])([F:36])[F:35])[CH:31]=[C:30]([NH:38][S:41]([CH3:40])(=[O:43])=[O:42])[CH:29]=1. The catalyst class is: 2.